This data is from Reaction yield outcomes from USPTO patents with 853,638 reactions. The task is: Predict the reaction yield, written as a fraction of the theoretical maximum amount of product (1.0 means a 100% yield; for example, 0.34 means a 34% yield). (1) The reactants are Br[C:2]1[N:6]2[CH:7]=[CH:8][CH:9]=[CH:10][C:5]2=[C:4]([C:11]([O:13][CH2:14][CH3:15])=[O:12])[N:3]=1.[CH3:16][C:17]1(C)[C:21](C)(C)OB(C(C)=C)O1.[O-]P([O-])([O-])=O.[K+].[K+].[K+]. The catalyst is O1CCOCC1.O.C1C=CC(P(C2C=CC=CC=2)[C-]2C=CC=C2)=CC=1.C1C=CC(P(C2C=CC=CC=2)[C-]2C=CC=C2)=CC=1.Cl[Pd]Cl.[Fe+2]. The product is [CH2:16]=[C:17]([C:2]1[N:6]2[CH:7]=[CH:8][CH:9]=[CH:10][C:5]2=[C:4]([C:11]([O:13][CH2:14][CH3:15])=[O:12])[N:3]=1)[CH3:21]. The yield is 0.820. (2) The reactants are C[O:2][C:3](=O)[CH2:4][CH2:5][CH:6]([C:32](=[O:34])[NH2:33])[N:7]1[CH2:15][C:14]2[C:9](=[CH:10][CH:11]=[CH:12][C:13]=2[O:16][CH2:17][C:18]2[CH:23]=[CH:22][C:21]([CH2:24][N:25]3[CH2:30][CH2:29][O:28][CH2:27][CH2:26]3)=[CH:20][CH:19]=2)[C:8]1=[O:31].CC(C)([O-])C.[K+].Cl.C([O-])(O)=O.[Na+]. The catalyst is C1COCC1. The product is [O:28]1[CH2:29][CH2:30][N:25]([CH2:24][C:21]2[CH:20]=[CH:19][C:18]([CH2:17][O:16][C:13]3[CH:12]=[CH:11][CH:10]=[C:9]4[C:14]=3[CH2:15][N:7]([CH:6]3[CH2:5][CH2:4][C:3](=[O:2])[NH:33][C:32]3=[O:34])[C:8]4=[O:31])=[CH:23][CH:22]=2)[CH2:26][CH2:27]1. The yield is 0.730. (3) The reactants are [Br:1][C:2]1[CH:7]=[CH:6][C:5]([C:8](=O)[CH2:9][CH2:10][C:11](=O)[CH2:12][CH2:13][C:14]([O:16][CH2:17][CH3:18])=[O:15])=[CH:4][CH:3]=1.[N:21]1([C:26]2[CH:27]=[CH:28][C:29]([NH2:32])=[N:30][CH:31]=2)[CH:25]=[CH:24][N:23]=[CH:22]1. The catalyst is C(O)C.C(S([O-])(=O)=O)(F)(F)F.C(S([O-])(=O)=O)(F)(F)F.[Zn+2]. The product is [N:21]1([C:26]2[CH:27]=[CH:28][C:29]([N:32]3[C:8]([C:5]4[CH:6]=[CH:7][C:2]([Br:1])=[CH:3][CH:4]=4)=[CH:9][CH:10]=[C:11]3[CH2:12][CH2:13][C:14]([O:16][CH2:17][CH3:18])=[O:15])=[N:30][CH:31]=2)[CH:25]=[CH:24][N:23]=[CH:22]1. The yield is 0.0710. (4) The reactants are [Si:1]([O:8][CH2:9][CH2:10][O:11][C:12]1[C:17]([CH3:18])=[CH:16][C:15]([C:19]2[NH:28][C:27](=[O:29])[C:26]3[C:21](=[CH:22][CH:23]=[C:24]([CH:30]=C)[CH:25]=3)[N:20]=2)=[CH:14][C:13]=1[CH3:32])([C:4]([CH3:7])([CH3:6])[CH3:5])([CH3:3])[CH3:2].C1C[O:36]CC1. The catalyst is O.O=[Os](=O)(=O)=O. The product is [Si:1]([O:8][CH2:9][CH2:10][O:11][C:12]1[C:17]([CH3:18])=[CH:16][C:15]([C:19]2[NH:28][C:27](=[O:29])[C:26]3[C:21](=[CH:22][CH:23]=[C:24]([CH:30]=[O:36])[CH:25]=3)[N:20]=2)=[CH:14][C:13]=1[CH3:32])([C:4]([CH3:5])([CH3:7])[CH3:6])([CH3:3])[CH3:2]. The yield is 0.820. (5) The catalyst is CCO.[Fe]. The product is [NH2:1][C:4]1[CH:5]=[C:6]2[C:11](=[CH:12][CH:13]=1)[N:10]([CH2:14][C:15]1[CH:20]=[CH:19][CH:18]=[C:17]([C:21]([N:23]3[CH2:24][CH2:25][N:26]([C:29]4[N:30]=[CH:31][CH:32]=[CH:33][N:34]=4)[CH2:27][CH2:28]3)=[O:22])[CH:16]=1)[C:9](=[O:35])[NH:8][C:7]2=[O:36]. The reactants are [N+:1]([C:4]1[CH:5]=[C:6]2[C:11](=[CH:12][CH:13]=1)[N:10]([CH2:14][C:15]1[CH:20]=[CH:19][CH:18]=[C:17]([C:21]([N:23]3[CH2:28][CH2:27][N:26]([C:29]4[N:34]=[CH:33][CH:32]=[CH:31][N:30]=4)[CH2:25][CH2:24]3)=[O:22])[CH:16]=1)[C:9](=[O:35])[NH:8][C:7]2=[O:36])([O-])=O.[NH4+].[Cl-]. The yield is 0.236. (6) The reactants are CS(O[CH2:6][CH2:7][N:8]1[CH:12]=[C:11]([C:13]2[CH:18]=[C:17]([C:19]([O:21]C)=[O:20])[CH:16]=[CH:15][N:14]=2)[N:10]=[CH:9]1)(=O)=O.[CH2:23]([C:25]1[CH:32]=[CH:31][CH:30]=[CH:29][C:26]=1[CH2:27][NH2:28])[CH3:24]. No catalyst specified. The product is [CH2:23]([C:25]1[CH:32]=[CH:31][CH:30]=[CH:29][C:26]=1[CH2:27][NH:28][CH2:6][CH2:7][N:8]1[CH:12]=[C:11]([C:13]2[CH:18]=[C:17]([C:19]([OH:21])=[O:20])[CH:16]=[CH:15][N:14]=2)[N:10]=[CH:9]1)[CH3:24]. The yield is 0.870.